This data is from Forward reaction prediction with 1.9M reactions from USPTO patents (1976-2016). The task is: Predict the product of the given reaction. (1) Given the reactants [CH3:1][O:2][C:3]1[CH:8]=[CH:7][C:6]([C:9]2[N:13]([C:14]3[CH:19]=[CH:18][C:17]([N:20]4[CH2:25][CH2:24][N:23](C(OC(C)(C)C)=O)[CH2:22][CH2:21]4)=[CH:16][CH:15]=3)[N:12]=[CH:11][CH:10]=2)=[CH:5][C:4]=1[O:33][C@@H:34]1[CH2:38][CH2:37][O:36][CH2:35]1.C(O)(C(F)(F)F)=O, predict the reaction product. The product is: [CH3:1][O:2][C:3]1[CH:8]=[CH:7][C:6]([C:9]2[N:13]([C:14]3[CH:19]=[CH:18][C:17]([N:20]4[CH2:25][CH2:24][NH:23][CH2:22][CH2:21]4)=[CH:16][CH:15]=3)[N:12]=[CH:11][CH:10]=2)=[CH:5][C:4]=1[O:33][C@@H:34]1[CH2:38][CH2:37][O:36][CH2:35]1. (2) Given the reactants [O:1]([CH2:8][C:9]([OH:11])=O)[C:2]1[CH:7]=[CH:6][CH:5]=[CH:4][CH:3]=1.C(N=C=NC(C)C)(C)C.[CH2:21]([O:24][C:25](=[O:53])[C:26]1[CH:31]=[CH:30][C:29]([N:32]([C:45]([O:47][C:48]([CH3:51])([CH3:50])[CH3:49])=[O:46])[CH2:33][C:34]2[CH:39]=[CH:38][C:37]([O:40][C:41]([F:44])([F:43])[F:42])=[CH:36][CH:35]=2)=[C:28]([NH2:52])[CH:27]=1)[CH:22]=[CH2:23], predict the reaction product. The product is: [CH2:21]([O:24][C:25](=[O:53])[C:26]1[CH:31]=[CH:30][C:29]([N:32]([C:45]([O:47][C:48]([CH3:50])([CH3:49])[CH3:51])=[O:46])[CH2:33][C:34]2[CH:39]=[CH:38][C:37]([O:40][C:41]([F:44])([F:42])[F:43])=[CH:36][CH:35]=2)=[C:28]([NH:52][C:9](=[O:11])[CH2:8][O:1][C:2]2[CH:3]=[CH:4][CH:5]=[CH:6][CH:7]=2)[CH:27]=1)[CH:22]=[CH2:23].